The task is: Regression. Given a peptide amino acid sequence and an MHC pseudo amino acid sequence, predict their binding affinity value. This is MHC class I binding data.. This data is from Peptide-MHC class I binding affinity with 185,985 pairs from IEDB/IMGT. (1) The peptide sequence is VMRQQCCQQL. The MHC is HLA-A01:01 with pseudo-sequence HLA-A01:01. The binding affinity (normalized) is 0. (2) The peptide sequence is KTMAMVLSI. The MHC is HLA-A02:01 with pseudo-sequence HLA-A02:01. The binding affinity (normalized) is 0.786. (3) The peptide sequence is YTLNDAPYI. The MHC is HLA-C04:01 with pseudo-sequence HLA-C04:01. The binding affinity (normalized) is 0.0847. (4) The peptide sequence is MWKQITNEL. The MHC is HLA-A23:01 with pseudo-sequence HLA-A23:01. The binding affinity (normalized) is 0.541. (5) The peptide sequence is VPEFAKQYVL. The MHC is HLA-B35:01 with pseudo-sequence HLA-B35:01. The binding affinity (normalized) is 0.684. (6) The peptide sequence is DETFVHSGF. The MHC is HLA-A23:01 with pseudo-sequence HLA-A23:01. The binding affinity (normalized) is 0.0847. (7) The peptide sequence is RRWIAPHPL. The MHC is HLA-B83:01 with pseudo-sequence HLA-B83:01. The binding affinity (normalized) is 0.213.